Dataset: Full USPTO retrosynthesis dataset with 1.9M reactions from patents (1976-2016). Task: Predict the reactants needed to synthesize the given product. Given the product [CH3:1][O:2][C:3](=[O:34])[CH2:4][C@H:5]1[C:9]2[CH:10]=[CH:11][C:12]([O:14][C@H:15]3[C:23]4[C:18](=[C:19]([O:25][C:26]5[CH:31]=[C:30]([O:32][CH2:38][CH2:37][C:36]([OH:35])([CH3:51])[CH3:50])[CH:29]=[CH:28][C:27]=5[F:33])[CH:20]=[CH:21][C:22]=4[F:24])[CH2:17][CH2:16]3)=[CH:13][C:8]=2[O:7][CH2:6]1, predict the reactants needed to synthesize it. The reactants are: [CH3:1][O:2][C:3](=[O:34])[CH2:4][C@H:5]1[C:9]2[CH:10]=[CH:11][C:12]([O:14][C@H:15]3[C:23]4[C:18](=[C:19]([O:25][C:26]5[CH:31]=[C:30]([OH:32])[CH:29]=[CH:28][C:27]=5[F:33])[CH:20]=[CH:21][C:22]=4[F:24])[CH2:17][CH2:16]3)=[CH:13][C:8]=2[O:7][CH2:6]1.[OH:35][C:36]([CH3:51])([CH3:50])[CH2:37][CH2:38]OS(C1C=CC(C)=CC=1)(=O)=O.